Dataset: Full USPTO retrosynthesis dataset with 1.9M reactions from patents (1976-2016). Task: Predict the reactants needed to synthesize the given product. (1) Given the product [Br:1][C:2]1[N:3]2[CH:19]=[N:20][CH:21]=[C:4]2[C:5](=[O:9])[N:6]([CH3:8])[CH:7]=1, predict the reactants needed to synthesize it. The reactants are: [Br:1][C:2]1[N:3]=[CH:4][C:5](=[O:9])[N:6]([CH3:8])[CH:7]=1.C1(C)C=CC(S([CH2:19][N+:20]#[C-:21])(=O)=O)=CC=1.[H-].[Na+]. (2) Given the product [Cl:14][C:15]1[CH:24]=[CH:23][C:18]([O:19][CH2:20][CH2:21][NH:22][C:11](=[O:13])[CH2:10][CH2:9][C:4]2[CH:5]=[CH:6][CH:7]=[CH:8][C:3]=2[O:2][CH3:1])=[CH:17][CH:16]=1, predict the reactants needed to synthesize it. The reactants are: [CH3:1][O:2][C:3]1[CH:8]=[CH:7][CH:6]=[CH:5][C:4]=1[CH2:9][CH2:10][C:11]([OH:13])=O.[Cl:14][C:15]1[CH:24]=[CH:23][C:18]([O:19][CH2:20][CH2:21][NH2:22])=[CH:17][CH:16]=1.CCN=C=NCCCN(C)C.Cl.Cl. (3) Given the product [C:20]1([CH2:64][CH2:36][CH2:37][CH2:38][CH2:39][CH2:40][CH3:41])[CH:21]=[CH:22][CH:23]=[CH:24][CH:25]=1, predict the reactants needed to synthesize it. The reactants are: [C:20]1([B-]([C:20]2[CH:25]=[CH:24][CH:23]=[CH:22][CH:21]=2)([C:20]2[CH:25]=[CH:24][CH:23]=[CH:22][CH:21]=2)[C:20]2[CH:25]=[CH:24][CH:23]=[CH:22][CH:21]=2)[CH:25]=[CH:24][CH:23]=[CH:22][CH:21]=1.C([PH+](C(C)(C)C)C)(C)(C)C.[C:36]1([CH3:64])[CH:41]=[CH:40][C:39]([B-]([C:39]2[CH:40]=[CH:41][C:36]([CH3:64])=[CH:37][CH:38]=2)([C:39]2[CH:40]=[CH:41][C:36]([CH3:64])=[CH:37][CH:38]=2)[C:39]2[CH:40]=[CH:41][C:36]([CH3:64])=[CH:37][CH:38]=2)=[CH:38][CH:37]=1.C([PH+](C(C)(C)C)C)(C)(C)C. (4) Given the product [F:1][C:2]1[CH:3]=[C:4]([C@H:9]2[NH:26][C:13](=[O:14])[C:12]([CH3:18])([CH3:17])[CH2:11][CH2:10]2)[CH:5]=[C:6]([F:8])[CH:7]=1, predict the reactants needed to synthesize it. The reactants are: [F:1][C:2]1[CH:3]=[C:4]([C:9](=O)[CH2:10][CH2:11][C:12]([CH3:18])([CH3:17])[C:13](OC)=[O:14])[CH:5]=[C:6]([F:8])[CH:7]=1.CC([S@@]([NH2:26])=O)(C)C.[BH4-].[Na+].CO. (5) The reactants are: [CH3:1][C:2]1[CH:11]=[CH:10][C:5]([C:6]([NH:8][NH2:9])=[O:7])=[CH:4][C:3]=1[CH2:12][CH2:13][CH2:14][CH2:15][CH2:16][CH2:17][CH2:18][CH2:19][CH2:20][CH2:21][CH3:22].[C:23]([C:25]1([C:28](O)=[O:29])[CH2:27][CH2:26]1)#[N:24]. Given the product [C:23]([C:25]1([C:28]([NH:9][NH:8][C:6](=[O:7])[C:5]2[CH:10]=[CH:11][C:2]([CH3:1])=[C:3]([CH2:12][CH2:13][CH2:14][CH2:15][CH2:16][CH2:17][CH2:18][CH2:19][CH2:20][CH2:21][CH3:22])[CH:4]=2)=[O:29])[CH2:27][CH2:26]1)#[N:24], predict the reactants needed to synthesize it. (6) Given the product [F:1][C:2]1[CH:10]=[CH:9][C:5]([C:6](=[O:7])[CH2:4][CH2:3][CH2:2][CH2:10][CH3:9])=[CH:4][CH:3]=1, predict the reactants needed to synthesize it. The reactants are: [F:1][C:2]1[CH:10]=[CH:9][C:5]([C:6](Cl)=[O:7])=[CH:4][CH:3]=1.[Br-].Cl. (7) Given the product [Cl:16][C:3]1[C:2]([C:22]2[C:21]([F:27])=[CH:20][N:19]=[C:18]([F:17])[CH:23]=2)=[N:7][C:6]([NH:8][CH2:9][CH:10]2[CH2:15][CH2:14][O:13][CH2:12][CH2:11]2)=[CH:5][CH:4]=1, predict the reactants needed to synthesize it. The reactants are: Br[C:2]1[N:7]=[C:6]([NH:8][CH2:9][CH:10]2[CH2:15][CH2:14][O:13][CH2:12][CH2:11]2)[CH:5]=[CH:4][C:3]=1[Cl:16].[F:17][C:18]1[CH:23]=[C:22](B(O)O)[C:21]([F:27])=[CH:20][N:19]=1.C(=O)([O-])[O-].[Na+].[Na+].B(O)O.